Dataset: Reaction yield outcomes from USPTO patents with 853,638 reactions. Task: Predict the reaction yield, written as a fraction of the theoretical maximum amount of product (1.0 means a 100% yield; for example, 0.34 means a 34% yield). The reactants are [ClH:1].CCOCC.[CH3:7][N:8]1[CH2:40][CH2:39][C@:10]2([N:14](C(OC(C)(C)C)=O)[C@@H:13]([C:22]3[N:27]=[C:26]([CH3:28])[CH:25]=[C:24]([C:29]4[CH:34]=[CH:33][C:32]([C:35]([F:38])([F:37])[F:36])=[CH:31][CH:30]=4)[N:23]=3)[CH2:12][CH2:11]2)[C:9]1=[O:41]. The catalyst is C(Cl)Cl. The product is [ClH:1].[CH3:7][N:8]1[CH2:40][CH2:39][C@:10]2([NH:14][C@@H:13]([C:22]3[N:27]=[C:26]([CH3:28])[CH:25]=[C:24]([C:29]4[CH:30]=[CH:31][C:32]([C:35]([F:38])([F:37])[F:36])=[CH:33][CH:34]=4)[N:23]=3)[CH2:12][CH2:11]2)[C:9]1=[O:41]. The yield is 0.892.